Dataset: Reaction yield outcomes from USPTO patents with 853,638 reactions. Task: Predict the reaction yield, written as a fraction of the theoretical maximum amount of product (1.0 means a 100% yield; for example, 0.34 means a 34% yield). (1) The product is [CH2:1]([O:8][C:9]1[C:10]([NH:15][C:16]2[S:17][CH:27]=[C:28]([CH3:29])[N:18]=2)=[N:11][CH:12]=[CH:13][CH:14]=1)[C:2]1[CH:3]=[CH:4][CH:5]=[CH:6][CH:7]=1. The reactants are [CH2:1]([O:8][C:9]1[C:10]([NH:15][C:16]([NH2:18])=[S:17])=[N:11][CH:12]=[CH:13][CH:14]=1)[C:2]1[CH:7]=[CH:6][CH:5]=[CH:4][CH:3]=1.C(N(CC)CC)C.Cl[CH2:27][C:28](=O)[CH3:29].CCO. The yield is 0.899. The catalyst is O. (2) The reactants are [H-].[Na+].[C:3](=[O:17])([S:5][CH2:6][CH2:7][CH2:8][NH:9][C:10]([O:12][C:13]([CH3:16])([CH3:15])[CH3:14])=[O:11])[CH3:4].[CH3:18]I. The catalyst is C1COCC1. The product is [C:3](=[O:17])([S:5][CH2:6][CH2:7][CH2:8][N:9]([C:10]([O:12][C:13]([CH3:16])([CH3:15])[CH3:14])=[O:11])[CH3:18])[CH3:4]. The yield is 0.850. (3) The reactants are [N:1]1[N:5]2[CH:6]=[CH:7][N:8]=[CH:9][C:4]2=[C:3]([C:10]2[N:15]=[C:14](O)[CH:13]=[CH:12][N:11]=2)[CH:2]=1.P(Cl)(Cl)([Cl:19])=O.[OH-].[Na+]. The catalyst is C(OCC)(=O)C. The product is [Cl:19][C:14]1[CH:13]=[CH:12][N:11]=[C:10]([C:3]2[CH:2]=[N:1][N:5]3[CH:6]=[CH:7][N:8]=[CH:9][C:4]=23)[N:15]=1. The yield is 0.870. (4) The reactants are F.F.F.C(N(CC)CC)C.C(N(CC)CC)C.[Si]([O:35][CH2:36][C@H:37]1[O:41][C@@H:40]([N:42]2[CH:49]=[C:48]([CH3:50])[C:46](=[O:47])[NH:45][C:43]2=[O:44])[C@H:39]([O:51][CH2:52][CH2:53][O:54][N:55]([CH3:57])[CH3:56])[C@@H:38]1[OH:58])(C(C)(C)C)(C1C=CC=CC=1)C1C=CC=CC=1.CO. The catalyst is C1COCC1.C(Cl)Cl. The product is [CH3:56][N:55]([CH3:57])[O:54][CH2:53][CH2:52][O:51][C@@H:39]1[C@H:38]([OH:58])[C@@H:37]([CH2:36][OH:35])[O:41][C@H:40]1[N:42]1[CH:49]=[C:48]([CH3:50])[C:46](=[O:47])[NH:45][C:43]1=[O:44]. The yield is 0.925. (5) The reactants are CO[C:3](=[O:31])[C:4]1[CH:9]=[CH:8][C:7]([N:10]2[C:14]([CH3:16])([CH3:15])[C:13](=[O:17])[N:12]([C:18]3[CH:23]=[CH:22][C:21]([C:24]#[N:25])=[C:20]([C:26]([F:29])([F:28])[F:27])[CH:19]=3)[C:11]2=[S:30])=[CH:6][CH:5]=1.[CH3:32][NH2:33]. No catalyst specified. The product is [C:24]([C:21]1[CH:22]=[CH:23][C:18]([N:12]2[C:13](=[O:17])[C:14]([CH3:15])([CH3:16])[N:10]([C:7]3[CH:8]=[CH:9][C:4]([C:3]([NH:33][CH3:32])=[O:31])=[CH:5][CH:6]=3)[C:11]2=[S:30])=[CH:19][C:20]=1[C:26]([F:29])([F:28])[F:27])#[N:25]. The yield is 0.510. (6) The reactants are [SH:1][C:2]1[CH:7]=[CH:6][CH:5]=[CH:4][N:3]=1.[CH2:8]([C:10]1[CH:18]=[CH:17][C:13]([C:14](Cl)=[O:15])=[CH:12][CH:11]=1)[CH3:9]. The catalyst is C1COCC1. The product is [CH2:8]([C:10]1[CH:18]=[CH:17][C:13]([C:14](=[O:15])[S:1][C:2]2[CH:7]=[CH:6][CH:5]=[CH:4][N:3]=2)=[CH:12][CH:11]=1)[CH3:9]. The yield is 0.860.